From a dataset of NCI-60 drug combinations with 297,098 pairs across 59 cell lines. Regression. Given two drug SMILES strings and cell line genomic features, predict the synergy score measuring deviation from expected non-interaction effect. (1) Drug 1: C1CCC(C(C1)N)N.C(=O)(C(=O)[O-])[O-].[Pt+4]. Drug 2: COCCOC1=C(C=C2C(=C1)C(=NC=N2)NC3=CC=CC(=C3)C#C)OCCOC.Cl. Cell line: LOX IMVI. Synergy scores: CSS=4.07, Synergy_ZIP=-12.5, Synergy_Bliss=-16.4, Synergy_Loewe=-30.1, Synergy_HSA=-16.3. (2) Drug 1: COC1=C(C=C2C(=C1)N=CN=C2NC3=CC(=C(C=C3)F)Cl)OCCCN4CCOCC4. Drug 2: CC12CCC3C(C1CCC2OP(=O)(O)O)CCC4=C3C=CC(=C4)OC(=O)N(CCCl)CCCl.[Na+]. Cell line: DU-145. Synergy scores: CSS=24.6, Synergy_ZIP=-6.29, Synergy_Bliss=-7.55, Synergy_Loewe=-30.6, Synergy_HSA=-7.33. (3) Cell line: UO-31. Synergy scores: CSS=3.44, Synergy_ZIP=3.19, Synergy_Bliss=-0.769, Synergy_Loewe=-4.56, Synergy_HSA=-0.766. Drug 2: C1CN(P(=O)(OC1)NCCCl)CCCl. Drug 1: CC1=C2C(C(=O)C3(C(CC4C(C3C(C(C2(C)C)(CC1OC(=O)C(C(C5=CC=CC=C5)NC(=O)C6=CC=CC=C6)O)O)OC(=O)C7=CC=CC=C7)(CO4)OC(=O)C)O)C)OC(=O)C. (4) Drug 1: C1=CC(=CC=C1CC(C(=O)O)N)N(CCCl)CCCl.Cl. Drug 2: CC(C)(C#N)C1=CC(=CC(=C1)CN2C=NC=N2)C(C)(C)C#N. Cell line: HS 578T. Synergy scores: CSS=7.70, Synergy_ZIP=-0.873, Synergy_Bliss=-1.51, Synergy_Loewe=-5.02, Synergy_HSA=-4.42. (5) Drug 1: C1=CC(=CC=C1CC(C(=O)O)N)N(CCCl)CCCl.Cl. Drug 2: C1=CC(=CC=C1CCCC(=O)O)N(CCCl)CCCl. Cell line: SF-295. Synergy scores: CSS=46.9, Synergy_ZIP=-2.39, Synergy_Bliss=1.19, Synergy_Loewe=1.20, Synergy_HSA=3.02.